This data is from Forward reaction prediction with 1.9M reactions from USPTO patents (1976-2016). The task is: Predict the product of the given reaction. (1) Given the reactants [CH2:1]([C:5]1([CH2:35][CH2:36][CH2:37][CH3:38])[NH:11][CH:10]([C:12]2[CH:17]=[CH:16][CH:15]=[CH:14][CH:13]=2)[C:9]2[CH:18]=[C:19]([O:31][CH3:32])[C:20]([CH2:22][P:23](=[O:30])([O:27]CC)[O:24]CC)=[CH:21][C:8]=2[S:7](=[O:34])(=[O:33])[CH2:6]1)[CH2:2][CH2:3][CH3:4].C[Si](Br)(C)C, predict the reaction product. The product is: [CH2:1]([C:5]1([CH2:35][CH2:36][CH2:37][CH3:38])[NH:11][CH:10]([C:12]2[CH:13]=[CH:14][CH:15]=[CH:16][CH:17]=2)[C:9]2[CH:18]=[C:19]([O:31][CH3:32])[C:20]([CH2:22][P:23](=[O:24])([OH:27])[OH:30])=[CH:21][C:8]=2[S:7](=[O:34])(=[O:33])[CH2:6]1)[CH2:2][CH2:3][CH3:4]. (2) Given the reactants [CH3:1][CH:2]([O:4][C:5]1[CH:6]=[C:7]([O:19][C:20]2[CH:25]=[CH:24][C:23]([S:26]([CH3:29])(=[O:28])=[O:27])=[CH:22][CH:21]=2)[CH:8]=[C:9]2[C:13]=1[NH:12][C:11]([C:14]([O:16]CC)=[O:15])=[CH:10]2)[CH3:3], predict the reaction product. The product is: [CH3:3][CH:2]([O:4][C:5]1[CH:6]=[C:7]([O:19][C:20]2[CH:25]=[CH:24][C:23]([S:26]([CH3:29])(=[O:27])=[O:28])=[CH:22][CH:21]=2)[CH:8]=[C:9]2[C:13]=1[NH:12][C:11]([C:14]([OH:16])=[O:15])=[CH:10]2)[CH3:1]. (3) Given the reactants C([O:8][C:9]1[CH:10]=[C:11]([CH:32]=[C:33]([C:35](=[O:43])[NH:36][C:37]2[CH:41]=[CH:40][N:39]([CH3:42])[N:38]=2)[CH:34]=1)[O:12][C:13]1[N:14]=[CH:15][C:16]([N:19]([CH2:28][CH:29]2[CH2:31][CH2:30]2)[C:20]([CH:22]2[CH2:27][CH2:26][O:25][CH2:24][CH2:23]2)=[O:21])=[N:17][CH:18]=1)C1C=CC=CC=1, predict the reaction product. The product is: [CH:29]1([CH2:28][N:19]([C:16]2[CH:15]=[N:14][C:13]([O:12][C:11]3[CH:32]=[C:33]([C:35](=[O:43])[NH:36][C:37]4[CH:41]=[CH:40][N:39]([CH3:42])[N:38]=4)[CH:34]=[C:9]([OH:8])[CH:10]=3)=[CH:18][N:17]=2)[C:20]([CH:22]2[CH2:23][CH2:24][O:25][CH2:26][CH2:27]2)=[O:21])[CH2:31][CH2:30]1. (4) Given the reactants C([O:4][CH2:5][C:6]1[C:11]([CH3:12])=[C:10]([CH2:13][O:14]C(=O)C)[C:9]([CH3:18])=[C:8]([CH2:19][O:20]C(=O)C)[C:7]=1[CH3:24])(=O)C, predict the reaction product. The product is: [OH:4][CH2:5][C:6]1[C:7]([CH3:24])=[C:8]([CH2:19][OH:20])[C:9]([CH3:18])=[C:10]([CH2:13][OH:14])[C:11]=1[CH3:12]. (5) Given the reactants [CH3:1][C:2]1[CH:10]=[CH:9][CH:8]=[CH:7][C:3]=1[C:4]([NH2:6])=[NH:5].[Cl:11][C:12]1[CH:23]=[C:22]([Cl:24])[CH:21]=[CH:20][C:13]=1[CH:14]=[C:15]([C:18]#[N:19])[C:16]#[N:17], predict the reaction product. The product is: [NH2:19][CH2:18][C:15]1[C:16]([NH2:17])=[N:5][C:4]([C:3]2[CH:7]=[CH:8][CH:9]=[CH:10][C:2]=2[CH3:1])=[N:6][C:14]=1[C:13]1[CH:20]=[CH:21][C:22]([Cl:24])=[CH:23][C:12]=1[Cl:11]. (6) Given the reactants C(O[C@H]1[C@H](OCC2C=CC=CC=2)[C@@H](COCC2C=CC=CC=2)O[C@@H](O[C@H]2[C@@H](OCC3C=CC=CC=3)[C@H](OCC3C=CC=CC=3)[C@@H](COCC3C=CC=CC=3)O[C@H]2OCC=C)[C@H]1O)C1C=CC=CC=1.[CH2:69]([O:76][C@H:77]1[C@H:82]([O:83][CH2:84][C:85]2[CH:90]=[CH:89][CH:88]=[CH:87][CH:86]=2)[C@@H:81]([CH2:91][O:92][CH2:93][C:94]2[CH:99]=[CH:98][CH:97]=[CH:96][CH:95]=2)[O:80][C@@H:79]([O:100][C@H:101]2[C@@H:112]([O:113][CH2:114][C:115]3[CH:120]=[CH:119][CH:118]=[CH:117][CH:116]=3)[C@H:111]([O:121][CH2:122][C:123]3[CH:128]=[CH:127][CH:126]=[CH:125][CH:124]=3)[C@@H:110]([CH2:129][O:130][CH2:131][C:132]3[CH:137]=[CH:136][CH:135]=[CH:134][CH:133]=3)[O:109][C@H:102]2[O:103][CH:104]=[CH:105][CH2:106][CH2:107][CH3:108])[C@@H:78]1[OH:138])[C:70]1[CH:75]=[CH:74][CH:73]=[CH:72][CH:71]=1.C(OC(=O)C)(=O)C.CCC(C)[BH-](C(C)CC)C(C)CC.[Li+], predict the reaction product. The product is: [CH2:69]([O:76][C@H:77]1[C@H:82]([O:83][CH2:84][C:85]2[CH:90]=[CH:89][CH:88]=[CH:87][CH:86]=2)[C@@H:81]([CH2:91][O:92][CH2:93][C:94]2[CH:99]=[CH:98][CH:97]=[CH:96][CH:95]=2)[O:80][C@@H:79]([O:100][C@H:101]2[C@@H:112]([O:113][CH2:114][C:115]3[CH:120]=[CH:119][CH:118]=[CH:117][CH:116]=3)[C@H:111]([O:121][CH2:122][C:123]3[CH:128]=[CH:127][CH:126]=[CH:125][CH:124]=3)[C@@H:110]([CH2:129][O:130][CH2:131][C:132]3[CH:133]=[CH:134][CH:135]=[CH:136][CH:137]=3)[O:109][C@H:102]2[O:103][CH:104]=[CH:105][CH2:106][CH2:107][CH3:108])[C@H:78]1[OH:138])[C:70]1[CH:71]=[CH:72][CH:73]=[CH:74][CH:75]=1.